Predict the product of the given reaction. From a dataset of Forward reaction prediction with 1.9M reactions from USPTO patents (1976-2016). (1) Given the reactants [F:1][C:2]1[CH:3]=[C:4]([S:11]([N:14]2[CH2:19][CH2:18][N:17]([C:20]3[CH:25]=[CH:24][C:23]([C:26]([OH:35])([C:31]([F:34])([F:33])[F:32])[C:27]([F:30])([F:29])[F:28])=[CH:22][CH:21]=3)[CH2:16][CH2:15]2)(=[O:13])=[O:12])[CH:5]=[CH:6][C:7]=1[N+:8]([O-])=O, predict the reaction product. The product is: [NH2:8][C:7]1[CH:6]=[CH:5][C:4]([S:11]([N:14]2[CH2:15][CH2:16][N:17]([C:20]3[CH:25]=[CH:24][C:23]([C:26]([OH:35])([C:27]([F:30])([F:28])[F:29])[C:31]([F:32])([F:33])[F:34])=[CH:22][CH:21]=3)[CH2:18][CH2:19]2)(=[O:12])=[O:13])=[CH:3][C:2]=1[F:1]. (2) Given the reactants [F:1][C:2]1[CH:3]=[CH:4][C:5]([O:39][CH3:40])=[C:6]([C:8]([CH3:38])([CH3:37])[CH2:9][C:10]([OH:36])([C:32]([F:35])([F:34])[F:33])[CH2:11][NH:12][C:13]2[CH:21]=[C:20]([CH3:22])[CH:19]=[C:18]3[C:14]=2[CH:15]=[N:16][N:17]3[C:23]2[CH:24]=[C:25]([CH:29]=[CH:30][CH:31]=2)[C:26]([OH:28])=O)[CH:7]=1.Cl.[NH2:42][C@H:43]([C:45]([NH2:47])=[O:46])[CH3:44], predict the reaction product. The product is: [NH2:47][C:45](=[O:46])[C@@H:43]([NH:42][C:26](=[O:28])[C:25]1[CH:29]=[CH:30][CH:31]=[C:23]([N:17]2[C:18]3[C:14](=[C:13]([NH:12][CH2:11][C:10]([OH:36])([C:32]([F:34])([F:33])[F:35])[CH2:9][C:8]([C:6]4[CH:7]=[C:2]([F:1])[CH:3]=[CH:4][C:5]=4[O:39][CH3:40])([CH3:38])[CH3:37])[CH:21]=[C:20]([CH3:22])[CH:19]=3)[CH:15]=[N:16]2)[CH:24]=1)[CH3:44]. (3) Given the reactants C[O-].[Na+].Cl.[CH:5]1([C:8]2[N:12]([CH2:13][C:14]3[C:19]([F:20])=[CH:18][C:17]([O:21][CH2:22][CH3:23])=[CH:16][C:15]=3[F:24])[N:11]=[C:10]([C:25](=[NH:27])[NH2:26])[C:9]=2[CH3:28])[CH2:7][CH2:6]1.C(O[CH:32]=[C:33]([C:36]#[N:37])[C:34]#[N:35])C, predict the reaction product. The product is: [NH2:37][C:36]1[C:33]([C:34]#[N:35])=[CH:32][N:26]=[C:25]([C:10]2[C:9]([CH3:28])=[C:8]([CH:5]3[CH2:7][CH2:6]3)[N:12]([CH2:13][C:14]3[C:19]([F:20])=[CH:18][C:17]([O:21][CH2:22][CH3:23])=[CH:16][C:15]=3[F:24])[N:11]=2)[N:27]=1. (4) Given the reactants [CH2:1]([C:3]1[CH:8]=[CH:7][CH:6]=[C:5]([CH2:9][CH3:10])[C:4]=1[NH:11][C:12]([C:14]1[C:18]2[CH2:19][CH2:20][CH2:21][C:22]3[C:23](=[N:24][C:25]([NH:28][C:29]4[CH:34]=[CH:33][C:32]([N:35]5[CH2:40][CH2:39][N:38]([CH3:41])[CH2:37][CH2:36]5)=[CH:31][C:30]=4[O:42][CH3:43])=[N:26][CH:27]=3)[C:17]=2[NH:16][N:15]=1)=[O:13])[CH3:2].C([O-])([O-])=O.[Cs+].[Cs+].Br[CH2:51][CH3:52], predict the reaction product. The product is: [CH2:1]([C:3]1[CH:8]=[CH:7][CH:6]=[C:5]([CH2:9][CH3:10])[C:4]=1[NH:11][C:12]([C:14]1[C:18]2[CH2:19][CH2:20][CH2:21][C:22]3[C:23](=[N:24][C:25]([NH:28][C:29]4[CH:34]=[CH:33][C:32]([N:35]5[CH2:40][CH2:39][N:38]([CH3:41])[CH2:37][CH2:36]5)=[CH:31][C:30]=4[O:42][CH3:43])=[N:26][CH:27]=3)[C:17]=2[N:16]([CH2:51][CH3:52])[N:15]=1)=[O:13])[CH3:2]. (5) Given the reactants [CH3:1][C:2]([CH3:13])([CH3:12])[CH2:3][CH2:4][N:5]1[CH:9]=[CH:8][N:7]=[C:6]1[CH:10]=O.[NH2:14][OH:15].Cl.C([O-])([O-])=O.[Na+].[Na+], predict the reaction product. The product is: [CH3:1][C:2]([CH3:13])([CH3:12])[CH2:3][CH2:4][N:5]1[CH:9]=[CH:8][N:7]=[C:6]1[CH:10]=[N:14][OH:15].